Dataset: Full USPTO retrosynthesis dataset with 1.9M reactions from patents (1976-2016). Task: Predict the reactants needed to synthesize the given product. Given the product [Cl:9][C:4]1[CH:3]=[CH:2][C:7]([NH:27][CH2:13][C:12]2[C:11]([F:10])=[C:18]([F:19])[C:17]([CH3:20])=[C:16]([F:24])[C:15]=2[F:25])=[CH:6][C:5]=1[OH:8], predict the reactants needed to synthesize it. The reactants are: N[C:2]1[CH:7]=[CH:6][C:5]([OH:8])=[C:4]([Cl:9])[CH:3]=1.[F:10][C:11]1[C:18]([F:19])=[C:17]([C:20](F)(F)F)[C:16]([F:24])=[C:15]([F:25])[C:12]=1[CH2:13]Br.C[N:27](C=O)C.